Dataset: Reaction yield outcomes from USPTO patents with 853,638 reactions. Task: Predict the reaction yield, written as a fraction of the theoretical maximum amount of product (1.0 means a 100% yield; for example, 0.34 means a 34% yield). (1) The catalyst is C(Cl)(Cl)Cl. The product is [OH:15][C:14]1[N:9]([CH2:8][CH2:7][C:1]2[CH:2]=[CH:3][CH:4]=[CH:5][CH:6]=2)[C:10](=[O:24])[N:11]([CH2:17][C:18]2[CH:23]=[CH:22][CH:21]=[CH:20][CH:19]=2)[C:12](=[O:16])[C:13]=1[C:35]([NH:34][CH2:37][C:38]([OH:40])=[O:39])=[O:36]. The yield is 0.470. The reactants are [C:1]1([CH2:7][CH2:8][N:9]2[C:14](=[O:15])[CH2:13][C:12](=[O:16])[N:11]([CH2:17][C:18]3[CH:23]=[CH:22][CH:21]=[CH:20][CH:19]=3)[C:10]2=[O:24])[CH:6]=[CH:5][CH:4]=[CH:3][CH:2]=1.C(N(C(C)C)CC)(C)C.[N:34]([CH2:37][C:38]([O:40]CC)=[O:39])=[C:35]=[O:36]. (2) The reactants are [H-].[Na+].CO[C:5](=[O:15])[CH2:6][NH:7][C:8]([O:10][C:11]([CH3:14])([CH3:13])[CH3:12])=[O:9].[CH:16](OC)=O.[CH3:20][O:21][C:22]([NH2:24])=[NH:23].Cl. The catalyst is CC(OC)(C)C.CO. The product is [CH3:20][O:21][C:22]1[NH:24][C:5](=[O:15])[C:6]([NH:7][C:8]([O:10][C:11]([CH3:12])([CH3:13])[CH3:14])=[O:9])=[CH:16][N:23]=1. The yield is 0.430. (3) The yield is 0.790. The reactants are [N:1]1[CH:6]=[CH:5][CH:4]=[CH:3][C:2]=1[C:7]([OH:9])=O.C1C=CC2N(O)N=NC=2C=1.CCN=C=NCCCN(C)C.[F:31][C:32]1[CH:63]=[CH:62][C:61]([F:64])=[CH:60][C:33]=1[CH:34]=[C:35]1[CH2:40][CH2:39][N:38]([C:41]([NH:43][C:44]2[CH:49]=[CH:48][C:47]([NH:50]C(NC3C=CC=CC=3)=O)=[CH:46][CH:45]=2)=[O:42])[CH2:37][CH2:36]1.CCN(CC)CC. The catalyst is ClCCl.O. The product is [F:31][C:32]1[CH:63]=[CH:62][C:61]([F:64])=[CH:60][C:33]=1[CH:34]=[C:35]1[CH2:40][CH2:39][N:38]([C:41]([NH:43][C:44]2[CH:49]=[CH:48][C:47]([NH:50][C:7](=[O:9])[C:2]3[CH:3]=[CH:4][CH:5]=[CH:6][N:1]=3)=[CH:46][CH:45]=2)=[O:42])[CH2:37][CH2:36]1. (4) The reactants are [N:1]1[C:10]2[C:5](=[CH:6][C:7]([C:11](O)([CH3:13])[CH3:12])=[CH:8][CH:9]=2)[CH:4]=[CH:3][CH:2]=1.[N-:15]=[N+:16]=[N-:17].[Na+]. No catalyst specified. The product is [N:15]([C:11]([C:7]1[CH:6]=[C:5]2[C:10](=[CH:9][CH:8]=1)[N:1]=[CH:2][CH:3]=[CH:4]2)([CH3:13])[CH3:12])=[N+:16]=[N-:17]. The yield is 0.600. (5) The reactants are [CH3:1][O:2][C:3](=[O:10])[CH:4]=[CH:5][CH:6]=[CH:7][CH2:8]Br.[C:11]1([S:17]([O-:19])=[O:18])[CH:16]=[CH:15][CH:14]=[CH:13][CH:12]=1.[Na+]. The catalyst is [I-].C([N+](CCCC)(CCCC)CCCC)CCC.C1COCC1.C(OCC)(=O)C. The product is [CH3:1][O:2][C:3](=[O:10])[CH:4]=[CH:5][CH:6]=[CH:7][CH2:8][S:17]([C:11]1[CH:16]=[CH:15][CH:14]=[CH:13][CH:12]=1)(=[O:19])=[O:18]. The yield is 0.730. (6) The reactants are [Si:1]([O:8][C@@H:9]([CH2:35][C:36](=[O:64])[C:37]#[C:38][C@H:39]([CH3:63])[C@H:40]([O:55][Si:56]([C:59]([CH3:62])([CH3:61])[CH3:60])([CH3:58])[CH3:57])[C@@H:41]([CH3:54])[CH2:42][C@@H:43]([CH3:53])[CH2:44][O:45][Si:46]([C:49]([CH3:52])([CH3:51])[CH3:50])([CH3:48])[CH3:47])[C@H:10]([CH3:34])/[CH:11]=[CH:12]/[CH2:13][O:14][C:15]([C:28]1[CH:33]=[CH:32][CH:31]=[CH:30][CH:29]=1)([C:22]1[CH:27]=[CH:26][CH:25]=[CH:24][CH:23]=1)[C:16]1[CH:21]=[CH:20][CH:19]=[CH:18][CH:17]=1)([C:4]([CH3:7])([CH3:6])[CH3:5])([CH3:3])[CH3:2]. The yield is 0.790. The product is [Si:1]([O:8][C@@H:9]([CH2:35][C@H:36]([OH:64])[C:37]#[C:38][C@H:39]([CH3:63])[C@H:40]([O:55][Si:56]([C:59]([CH3:60])([CH3:61])[CH3:62])([CH3:58])[CH3:57])[C@@H:41]([CH3:54])[CH2:42][C@@H:43]([CH3:53])[CH2:44][O:45][Si:46]([C:49]([CH3:50])([CH3:51])[CH3:52])([CH3:48])[CH3:47])[C@H:10]([CH3:34])/[CH:11]=[CH:12]/[CH2:13][O:14][C:15]([C:28]1[CH:33]=[CH:32][CH:31]=[CH:30][CH:29]=1)([C:22]1[CH:23]=[CH:24][CH:25]=[CH:26][CH:27]=1)[C:16]1[CH:17]=[CH:18][CH:19]=[CH:20][CH:21]=1)([C:4]([CH3:5])([CH3:6])[CH3:7])([CH3:3])[CH3:2]. The catalyst is CC(O)C.